Dataset: Full USPTO retrosynthesis dataset with 1.9M reactions from patents (1976-2016). Task: Predict the reactants needed to synthesize the given product. (1) The reactants are: Cl[C:2]1[N:7]=[C:6]([NH:8][C@H:9]([CH2:12][CH3:13])[CH2:10][OH:11])[C:5]([C:14]2[S:15][CH:16]=[CH:17][CH:18]=2)=[CH:4][N:3]=1.[NH2:19][C:20]1[CH:25]=[CH:24][C:23]([S:26]([CH3:34])(=[N:28][C:29]([O:31][CH2:32][CH3:33])=[O:30])=[O:27])=[C:22]([Br:35])[CH:21]=1. Given the product [Br:35][C:22]1[CH:21]=[C:20]([NH:19][C:2]2[N:7]=[C:6]([NH:8][C@@H:9]([CH2:10][OH:11])[CH2:12][CH3:13])[C:5]([C:14]3[S:15][CH:16]=[CH:17][CH:18]=3)=[CH:4][N:3]=2)[CH:25]=[CH:24][C:23]=1[S:26]([CH3:34])(=[N:28][C:29]([O:31][CH2:32][CH3:33])=[O:30])=[O:27], predict the reactants needed to synthesize it. (2) Given the product [CH3:26][C:25]1[CH:24]=[C:23]([CH3:27])[CH:22]=[C:21]([CH3:28])[C:20]=1[S:17]([O-:19])(=[O:18])=[O:16].[NH2:15][N+:29]1[CH:34]=[CH:33][CH:32]=[CH:31][C:30]=1[CH3:35], predict the reactants needed to synthesize it. The reactants are: FC(F)(F)C(O)=O.C(OC([NH:15][O:16][S:17]([C:20]1[C:25]([CH3:26])=[CH:24][C:23]([CH3:27])=[CH:22][C:21]=1[CH3:28])(=[O:19])=[O:18])=O)(C)(C)C.[N:29]1[CH:34]=[CH:33][CH:32]=[CH:31][C:30]=1[CH3:35]. (3) Given the product [Br:5][C:6]1[CH:11]=[C:10]2[C:9](=[CH:8][CH:7]=1)[NH:27][C:15](=[O:16])[CH:13]([CH3:14])[N:12]2[CH2:18][C:19]1[C:24]([F:25])=[CH:23][CH:22]=[CH:21][C:20]=1[F:26], predict the reactants needed to synthesize it. The reactants are: C(O)(=O)C.[Br:5][C:6]1[CH:7]=[CH:8][C:9]([N+:27]([O-])=O)=[C:10]([N:12]([CH2:18][C:19]2[C:24]([F:25])=[CH:23][CH:22]=[CH:21][C:20]=2[F:26])[C@H:13]([C:15](O)=[O:16])[CH3:14])[CH:11]=1. (4) Given the product [CH3:1][O:2][C:3](=[O:23])[C@H:4]([N:6]1[C:14]2[C:9](=[CH:10][C:11]([OH:15])=[CH:12][CH:13]=2)[CH:8]=[CH:7]1)[CH3:5], predict the reactants needed to synthesize it. The reactants are: [CH3:1][O:2][C:3](=[O:23])[C@H:4]([N:6]1[C:14]2[C:9](=[CH:10][C:11]([O:15]CC3C=CC=CC=3)=[CH:12][CH:13]=2)[CH:8]=[CH:7]1)[CH3:5].C([O-])=O.[NH4+]. (5) Given the product [CH3:1][C:2]1([CH3:17])[C:9]2[C:8]([C:10]3[O:14][N:13]=[C:12]([CH3:15])[N:11]=3)=[C:7]([NH:16][C:26]([C:18]3[CH2:22][CH2:21][CH2:20][C:19]=3[C:23]([OH:25])=[O:24])=[O:27])[S:6][C:5]=2[CH2:4][CH2:3]1, predict the reactants needed to synthesize it. The reactants are: [CH3:1][C:2]1([CH3:17])[C:9]2[C:8]([C:10]3[O:14][N:13]=[C:12]([CH3:15])[N:11]=3)=[C:7]([NH2:16])[S:6][C:5]=2[CH2:4][CH2:3]1.[C:18]12[C:26](=[O:27])[O:25][C:23](=[O:24])[C:19]=1[CH2:20][CH2:21][CH2:22]2. (6) Given the product [F:22][C:23]1[CH:31]=[C:30]2[C:26]([C:27]([CH2:32][CH2:33][NH:34][C:35](=[O:37])[CH3:36])=[C:28]([CH:14]([C:3]3[C:4](=[O:13])[CH2:5][CH:6]([C:7]4[CH:12]=[CH:11][CH:10]=[CH:9][CH:8]=4)[C:2]=3[OH:1])[C:15]3[CH:20]=[CH:19][CH:18]=[CH:17][CH:16]=3)[NH:29]2)=[CH:25][CH:24]=1, predict the reactants needed to synthesize it. The reactants are: [OH:1][C:2]1[CH:6]([C:7]2[CH:12]=[CH:11][CH:10]=[CH:9][CH:8]=2)[CH2:5][C:4](=[O:13])[CH:3]=1.[CH:14](=O)[C:15]1[CH:20]=[CH:19][CH:18]=[CH:17][CH:16]=1.[F:22][C:23]1[CH:31]=[C:30]2[C:26]([C:27]([CH2:32][CH2:33][NH:34][C:35](=[O:37])[CH3:36])=[CH:28][NH:29]2)=[CH:25][CH:24]=1.